From a dataset of Full USPTO retrosynthesis dataset with 1.9M reactions from patents (1976-2016). Predict the reactants needed to synthesize the given product. The reactants are: [F:1][C:2]([F:11])([F:10])[C:3]1[CH2:4][CH2:5][C:6](=[O:9])[NH:7][N:8]=1.BrBr. Given the product [F:11][C:2]([F:1])([F:10])[C:3]1[CH:4]=[CH:5][C:6](=[O:9])[NH:7][N:8]=1, predict the reactants needed to synthesize it.